From a dataset of Forward reaction prediction with 1.9M reactions from USPTO patents (1976-2016). Predict the product of the given reaction. (1) Given the reactants [H-].[H-].[H-].[H-].[Li+].[Al+3].[CH2:7]([C:9]([C:25]1[CH:30]=[CH:29][C:28]([O:31][CH2:32][C:33](OCC)=[O:34])=[C:27]([O:38][CH3:39])[CH:26]=1)=[C:10]([C:18]1[CH:23]=[CH:22][C:21]([OH:24])=[CH:20][CH:19]=1)[C:11]1[CH:16]=[CH:15][C:14]([OH:17])=[CH:13][CH:12]=1)[CH3:8], predict the reaction product. The product is: [OH:34][CH2:33][CH2:32][O:31][C:28]1[CH:29]=[CH:30][C:25]([C:9]([CH2:7][CH3:8])=[C:10]([C:11]2[CH:12]=[CH:13][C:14]([OH:17])=[CH:15][CH:16]=2)[C:18]2[CH:23]=[CH:22][C:21]([OH:24])=[CH:20][CH:19]=2)=[CH:26][C:27]=1[O:38][CH3:39]. (2) Given the reactants [N+:1]([C:4]1[CH:5]=[C:6]([CH:21]=[CH:22][CH:23]=1)[O:7][CH2:8][CH2:9][O:10][CH2:11][CH2:12][NH:13][C:14](=[O:20])[O:15][C:16]([CH3:19])([CH3:18])[CH3:17])([O-])=O.[3H][3H].[H][H], predict the reaction product. The product is: [NH2:1][C:4]1[CH:5]=[C:6]([CH:21]=[CH:22][CH:23]=1)[O:7][CH2:8][CH2:9][O:10][CH2:11][CH2:12][NH:13][C:14](=[O:20])[O:15][C:16]([CH3:17])([CH3:18])[CH3:19]. (3) Given the reactants Cl[CH2:2][CH2:3][CH2:4][O:5][C:6]1[CH:11]=[CH:10][C:9]([N:12]2[CH2:17][CH2:16][N:15]([C:18]([O:20][C:21]([CH3:24])([CH3:23])[CH3:22])=[O:19])[CH2:14][C:13]2=[O:25])=[CH:8][CH:7]=1.C(=O)([O-])[O-].[K+].[K+].[I-].[K+].[CH3:34][CH:35]1[CH2:39][CH2:38][CH2:37][NH:36]1, predict the reaction product. The product is: [CH3:34][CH:35]1[CH2:39][CH2:38][CH2:37][N:36]1[CH2:2][CH2:3][CH2:4][O:5][C:6]1[CH:11]=[CH:10][C:9]([N:12]2[CH2:17][CH2:16][N:15]([C:18]([O:20][C:21]([CH3:24])([CH3:23])[CH3:22])=[O:19])[CH2:14][C:13]2=[O:25])=[CH:8][CH:7]=1. (4) Given the reactants [F:1][C:2]1[C:3]2[N:4]([CH:18]=[CH:19][N:20]=2)[CH:5]=[C:6]([C:8]2[CH:13]=[CH:12][C:11]([C:14]([F:17])([F:16])[F:15])=[CH:10][CH:9]=2)[CH:7]=1.[I:21]Cl, predict the reaction product. The product is: [F:1][C:2]1[C:3]2[N:4]([C:18]([I:21])=[CH:19][N:20]=2)[CH:5]=[C:6]([C:8]2[CH:9]=[CH:10][C:11]([C:14]([F:15])([F:16])[F:17])=[CH:12][CH:13]=2)[CH:7]=1. (5) The product is: [C:1]([O:5][C@@H:6]([C:11]1[C:12]([C:21]2[CH:22]=[C:23]3[C:28](=[CH:29][CH:30]=2)[O:27][CH2:26][CH2:25][CH2:24]3)=[C:13]2[CH:20]=[CH:19][N:18]([CH2:32][C:33]3[CH:38]=[CH:37][C:36]([F:39])=[CH:35][C:34]=3[Cl:40])[C:14]2=[N:15][C:16]=1[CH3:17])[C:7]([OH:9])=[O:8])([CH3:4])([CH3:3])[CH3:2]. Given the reactants [C:1]([O:5][C@@H:6]([C:11]1[C:12]([C:21]2[CH:22]=[C:23]3[C:28](=[CH:29][CH:30]=2)[O:27][CH2:26][CH2:25][CH2:24]3)=[C:13]2[CH:20]=[CH:19][NH:18][C:14]2=[N:15][C:16]=1[CH3:17])[C:7]([O:9]C)=[O:8])([CH3:4])([CH3:3])[CH3:2].Br[CH2:32][C:33]1[CH:38]=[CH:37][C:36]([F:39])=[CH:35][C:34]=1[Cl:40], predict the reaction product.